This data is from Reaction yield outcomes from USPTO patents with 853,638 reactions. The task is: Predict the reaction yield, written as a fraction of the theoretical maximum amount of product (1.0 means a 100% yield; for example, 0.34 means a 34% yield). The reactants are [I:1][C:2]1[CH:7]=[CH:6][C:5]([OH:8])=[CH:4][C:3]=1[N+:9]([O-:11])=[O:10].[CH3:12][O:13][CH2:14][CH2:15]Br.[I-].[Na+].C(=O)([O-])[O-].[K+].[K+]. The yield is 0.860. The catalyst is CC(C)=O. The product is [I:1][C:2]1[CH:7]=[CH:6][C:5]([O:8][CH2:15][CH2:14][O:13][CH3:12])=[CH:4][C:3]=1[N+:9]([O-:11])=[O:10].